From a dataset of Peptide-MHC class II binding affinity with 134,281 pairs from IEDB. Regression. Given a peptide amino acid sequence and an MHC pseudo amino acid sequence, predict their binding affinity value. This is MHC class II binding data. (1) The peptide sequence is QAVLTATNFFGINTI. The MHC is DRB1_0404 with pseudo-sequence DRB1_0404. The binding affinity (normalized) is 0.837. (2) The peptide sequence is SVDLELSWNLNGLQAY. The MHC is DRB1_0401 with pseudo-sequence DRB1_0401. The binding affinity (normalized) is 0.199.